Dataset: Catalyst prediction with 721,799 reactions and 888 catalyst types from USPTO. Task: Predict which catalyst facilitates the given reaction. Reactant: [Cl:1][C:2]1[CH:3]=[C:4]([N:9]2[C:18]3[C:13](=[CH:14][N:15]=[C:16]4[CH:22]=[CH:21][C:20]([C:23]5[CH:24]=[N:25][C:26]([O:29]C)=[CH:27][CH:28]=5)=[CH:19][C:17]4=3)[CH:12]=[CH:11][C:10]2=[O:31])[CH:5]=[CH:6][C:7]=1[F:8].[Si](I)(C)(C)C. Product: [Cl:1][C:2]1[CH:3]=[C:4]([N:9]2[C:18]3[C:13](=[CH:14][N:15]=[C:16]4[CH:22]=[CH:21][C:20]([C:23]5[CH:28]=[CH:27][C:26](=[O:29])[NH:25][CH:24]=5)=[CH:19][C:17]4=3)[CH:12]=[CH:11][C:10]2=[O:31])[CH:5]=[CH:6][C:7]=1[F:8]. The catalyst class is: 2.